From a dataset of Full USPTO retrosynthesis dataset with 1.9M reactions from patents (1976-2016). Predict the reactants needed to synthesize the given product. Given the product [C:1]([C:3]1[C:4]([CH2:29][CH:30]([CH3:32])[CH3:31])=[N:5][C:6]2[C:11]([C:12]=1[C:13]1[CH:14]=[CH:15][C:16]([CH3:19])=[CH:17][CH:18]=1)=[CH:10][C:9]([NH:20][CH2:21][C:22]([O:24][CH3:25])=[O:23])=[CH:8][CH:7]=2)#[N:2], predict the reactants needed to synthesize it. The reactants are: [C:1]([C:3]1[C:4]([CH2:29][CH:30]([CH3:32])[CH3:31])=[N:5][C:6]2[C:11]([C:12]=1[C:13]1[CH:18]=[CH:17][C:16]([CH3:19])=[CH:15][CH:14]=1)=[CH:10][C:9]([NH:20][CH2:21][C:22]([O:24][C:25](C)(C)C)=[O:23])=[CH:8][CH:7]=2)#[N:2].FC(F)(F)C(O)=O.CI.C(=O)([O-])[O-].[K+].[K+].